Dataset: Peptide-MHC class II binding affinity with 134,281 pairs from IEDB. Task: Regression. Given a peptide amino acid sequence and an MHC pseudo amino acid sequence, predict their binding affinity value. This is MHC class II binding data. (1) The peptide sequence is GERQIVDKIDAAFKI. The MHC is DRB1_1501 with pseudo-sequence DRB1_1501. The binding affinity (normalized) is 0.605. (2) The peptide sequence is YRSLRTVTPIRMQGG. The MHC is HLA-DPA10103-DPB10401 with pseudo-sequence HLA-DPA10103-DPB10401. The binding affinity (normalized) is 0.170.